This data is from Catalyst prediction with 721,799 reactions and 888 catalyst types from USPTO. The task is: Predict which catalyst facilitates the given reaction. Reactant: O[C:2]1[N:3]=[CH:4][C:5]([C:8]([OH:10])=O)=[N:6][CH:7]=1.S(Cl)([Cl:13])=O.COCC[NH:19][CH3:20]. Product: [Cl:13][C:2]1[N:3]=[CH:4][C:5]([C:8]([NH:19][CH3:20])=[O:10])=[N:6][CH:7]=1. The catalyst class is: 3.